Dataset: Peptide-MHC class I binding affinity with 185,985 pairs from IEDB/IMGT. Task: Regression. Given a peptide amino acid sequence and an MHC pseudo amino acid sequence, predict their binding affinity value. This is MHC class I binding data. The peptide sequence is VGNDMPGGY. The MHC is HLA-A32:01 with pseudo-sequence HLA-A32:01. The binding affinity (normalized) is 0.